This data is from Full USPTO retrosynthesis dataset with 1.9M reactions from patents (1976-2016). The task is: Predict the reactants needed to synthesize the given product. (1) Given the product [CH3:1][C:2]12[CH2:27][CH:6]([N:7]([C:9]([C:11]3[CH:26]=[CH:25][C:14]([O:15][CH:16]4[CH2:21][CH2:20][CH:19]([C:22]([NH2:35])=[O:23])[CH2:18][CH2:17]4)=[CH:13][CH:12]=3)=[O:10])[CH2:8]1)[CH2:5][C:4]([CH3:29])([CH3:28])[CH2:3]2, predict the reactants needed to synthesize it. The reactants are: [CH3:1][C:2]12[CH2:27][CH:6]([N:7]([C:9]([C:11]3[CH:26]=[CH:25][C:14]([O:15][CH:16]4[CH2:21][CH2:20][CH:19]([C:22](O)=[O:23])[CH2:18][CH2:17]4)=[CH:13][CH:12]=3)=[O:10])[CH2:8]1)[CH2:5][C:4]([CH3:29])([CH3:28])[CH2:3]2.S(Cl)(Cl)=O.C[N:35](C=O)C. (2) Given the product [F:21][C:2]([F:1])([F:20])[C:3]([N:5]1[CH2:11][CH:10]([CH2:12][CH3:13])[C:9]2[CH:14]=[C:15]([Br:22])[C:16]([O:18][CH3:19])=[CH:17][C:8]=2[CH2:7][CH2:6]1)=[O:4], predict the reactants needed to synthesize it. The reactants are: [F:1][C:2]([F:21])([F:20])[C:3]([N:5]1[CH2:11][CH:10]([CH2:12][CH3:13])[C:9]2[CH:14]=[CH:15][C:16]([O:18][CH3:19])=[CH:17][C:8]=2[CH2:7][CH2:6]1)=[O:4].[Br:22]N1C(=O)CCC1=O. (3) Given the product [OH:15][CH2:14][CH2:13][CH2:12][CH2:11][NH:10][C:3](=[O:5])[C:2]([F:1])([F:8])[F:9], predict the reactants needed to synthesize it. The reactants are: [F:1][C:2]([F:9])([F:8])[C:3]([O:5]CC)=O.[NH2:10][CH2:11][CH2:12][CH2:13][CH2:14][OH:15].